This data is from Forward reaction prediction with 1.9M reactions from USPTO patents (1976-2016). The task is: Predict the product of the given reaction. (1) The product is: [Br:1][C:2]1[CH:3]=[CH:4][C:5]([CH:8]2[CH2:13][CH:12]=[CH:11][CH2:10][N:9]2[CH2:14][CH3:15])=[CH:6][CH:7]=1. Given the reactants [Br:1][C:2]1[CH:7]=[CH:6][C:5]([C:8]2[CH:13]=[CH:12][CH:11]=[CH:10][N:9]=2)=[CH:4][CH:3]=1.[CH2:14](I)[CH3:15].[BH4-].[Na+], predict the reaction product. (2) Given the reactants C([O:8][CH2:9][CH2:10][NH:11][C:12]1[N:17]2[N:18]=[C:19]([C:21]3[O:22][CH:23]=[CH:24][CH:25]=3)[N:20]=[C:16]2[C:15]([CH2:26][N:27]2[CH2:32][CH2:31][N:30]([C:33]3[CH:38]=[CH:37][CH:36]=[CH:35][CH:34]=3)[CH2:29][CH2:28]2)=[CH:14][N:13]=1)C1C=CC=CC=1.CSC.C(=O)([O-])O.[Na+], predict the reaction product. The product is: [O:22]1[CH:23]=[CH:24][CH:25]=[C:21]1[C:19]1[N:20]=[C:16]2[N:17]([C:12]([NH:11][CH2:10][CH2:9][OH:8])=[N:13][CH:14]=[C:15]2[CH2:26][N:27]2[CH2:32][CH2:31][N:30]([C:33]3[CH:38]=[CH:37][CH:36]=[CH:35][CH:34]=3)[CH2:29][CH2:28]2)[N:18]=1. (3) Given the reactants [Cl:1][C:2]1[CH:3]=[C:4]([NH:16][C:17]2[C:26]3[C:21](=[CH:22][CH:23]=[CH:24][C:25]=3[O:27][C@H:28]([CH3:33])[C:29](OC)=[O:30])[N:20]=[CH:19][N:18]=2)[CH:5]=[CH:6][C:7]=1[O:8][CH2:9][C:10]1[CH:15]=[CH:14][CH:13]=[CH:12][N:11]=1.[CH3:34][NH:35][CH2:36][CH2:37][OH:38], predict the reaction product. The product is: [Cl:1][C:2]1[CH:3]=[C:4]([NH:16][C:17]2[C:26]3[C:21](=[CH:22][CH:23]=[CH:24][C:25]=3[O:27][C@H:28]([CH3:33])[C:29]([N:35]([CH2:36][CH2:37][OH:38])[CH3:34])=[O:30])[N:20]=[CH:19][N:18]=2)[CH:5]=[CH:6][C:7]=1[O:8][CH2:9][C:10]1[CH:15]=[CH:14][CH:13]=[CH:12][N:11]=1. (4) Given the reactants [CH:1]1[C:13]2[NH:12][C:11]3[C:6](=[CH:7][CH:8]=[CH:9][CH:10]=3)[C:5]=2[CH:4]=[CH:3][CH:2]=1.C[Mg]Cl.S(C1C=CC(C)=CC=1)(O[C:21]1[CH:30]=[CH:29][C:28]2[C:23](=[CH:24][CH:25]=[CH:26][CH:27]=2)[CH:22]=1)(=O)=O.[Cl-].[NH4+], predict the reaction product. The product is: [CH:27]1[C:28]2[C:23](=[CH:22][CH:21]=[CH:30][CH:29]=2)[CH:24]=[CH:25][C:26]=1[N:12]1[C:11]2[CH:10]=[CH:9][CH:8]=[CH:7][C:6]=2[C:5]2[C:13]1=[CH:1][CH:2]=[CH:3][CH:4]=2. (5) Given the reactants [CH2:1]([C:5]([C:18]1N=C[C:21]([N+:24]([O-:26])=[O:25])=[CH:20][N:19]=1)([C:13]([O:15][CH2:16][CH3:17])=[O:14])[C:6]([O:8][C:9]([CH3:12])([CH3:11])[CH3:10])=[O:7])[CH2:2][C:3]#[CH:4], predict the reaction product. The product is: [N+:24]([C:21]1[CH:4]=[C:3]2[CH2:2][CH2:1][C:5]([C:13]([O:15][CH2:16][CH3:17])=[O:14])([C:6]([O:8][C:9]([CH3:10])([CH3:11])[CH3:12])=[O:7])[C:18]2=[N:19][CH:20]=1)([O-:26])=[O:25].